Task: Predict the reaction yield, written as a fraction of the theoretical maximum amount of product (1.0 means a 100% yield; for example, 0.34 means a 34% yield).. Dataset: Reaction yield outcomes from USPTO patents with 853,638 reactions (1) The reactants are Cl[C:2]1[N:12]=[CH:11][CH:10]=[CH:9][C:3]=1[C:4]([O:6][CH2:7][CH3:8])=[O:5].C([Sn](CCCC)(CCCC)[C:18]1[O:19][C:20]2[CH:26]=[CH:25][CH:24]=[CH:23][C:21]=2[N:22]=1)CCC.O.CCOC(C)=O. The catalyst is CN(C=O)C.Cl[Pd]Cl.C1(P(C2C=CC=CC=2)[C-]2C=CC=C2)C=CC=CC=1.[C-]1(P(C2C=CC=CC=2)C2C=CC=CC=2)C=CC=C1.[Fe+2]. The product is [O:19]1[C:20]2[CH:26]=[CH:25][CH:24]=[CH:23][C:21]=2[N:22]=[C:18]1[C:2]1[N:12]=[CH:11][CH:10]=[CH:9][C:3]=1[C:4]([O:6][CH2:7][CH3:8])=[O:5]. The yield is 0.900. (2) The catalyst is Cl.O1CCOCC1. The product is [Cl:1][C:2]1[CH:7]=[CH:6][C:5]([S:8]([NH:11][C:15]2[C:16]([C:22](=[O:30])[C:23]3[CH:28]=[CH:27][CH:26]=[CH:25][C:24]=3[Cl:29])=[N:17][CH:18]=[C:19]([CH3:21])[CH:20]=2)(=[O:10])=[O:9])=[CH:4][C:3]=1[C:31]([F:32])([F:34])[F:33]. The yield is 0.450. The reactants are [Cl:1][C:2]1[CH:7]=[CH:6][C:5]([S:8]([N:11]([C:15]2[C:16]([C:22](=[O:30])[C:23]3[CH:28]=[CH:27][CH:26]=[CH:25][C:24]=3[Cl:29])=[N:17][CH:18]=[C:19]([CH3:21])[CH:20]=2)COC)(=[O:10])=[O:9])=[CH:4][C:3]=1[C:31]([F:34])([F:33])[F:32].O. (3) The reactants are I[Si](C)(C)C.C(OC([N:16]1[CH2:22][C:21]2[CH:23]=[CH:24][C:25]([NH:27][C:28]3[N:33]=[C:32]([NH:34][C:35]4[CH:40]=[CH:39][CH:38]=[CH:37][C:36]=4[C:41](=[O:44])[NH:42][CH3:43])[C:31]([Cl:45])=[CH:30][N:29]=3)=[CH:26][C:20]=2[NH:19][C:18](=[O:46])[CH2:17]1)=O)C1C=CC=CC=1. The catalyst is C(Cl)Cl. The product is [Cl:45][C:31]1[C:32]([NH:34][C:35]2[CH:40]=[CH:39][CH:38]=[CH:37][C:36]=2[C:41]([NH:42][CH3:43])=[O:44])=[N:33][C:28]([NH:27][C:25]2[CH:24]=[CH:23][C:21]3[CH2:22][NH:16][CH2:17][C:18](=[O:46])[NH:19][C:20]=3[CH:26]=2)=[N:29][CH:30]=1. The yield is 0.330.